From a dataset of hERG Central: cardiac toxicity at 1µM, 10µM, and general inhibition. Predict hERG channel inhibition at various concentrations. (1) The compound is CCOC(=O)C1CCN(CC(O)COc2ccc(C(C)(C)C)cc2)CC1.Cl. Results: hERG_inhib (hERG inhibition (general)): blocker. (2) The compound is CCOc1ccccc1CN1CCN(Cc2cc3ccccc3[nH]2)CC1CCO. Results: hERG_inhib (hERG inhibition (general)): blocker.